The task is: Predict the product of the given reaction.. This data is from Forward reaction prediction with 1.9M reactions from USPTO patents (1976-2016). (1) Given the reactants C([O:8][N:9]([CH2:12][C:13]1([C:21]([NH:23][NH:24][C:25]2[N:30]=[C:29]([C:31]([F:34])([F:33])[F:32])[CH:28]=[CH:27][N:26]=2)=[O:22])[CH2:18][C@H:17]([CH3:19])[CH2:16][C@H:15]([CH3:20])[CH2:14]1)[CH:10]=[O:11])C1C=CC=CC=1, predict the reaction product. The product is: [CH3:20][C@H:15]1[CH2:16][C@@H:17]([CH3:19])[CH2:18][C:13]([CH2:12][N:9]([OH:8])[CH:10]=[O:11])([C:21]([NH:23][NH:24][C:25]2[N:30]=[C:29]([C:31]([F:34])([F:32])[F:33])[CH:28]=[CH:27][N:26]=2)=[O:22])[CH2:14]1. (2) Given the reactants FC(F)(F)C(O)=O.[CH2:8]([O:11][CH2:12][C@H:13]([NH:18][CH2:19][C@@H:20]([OH:42])[C@@H:21]([NH:31]C(=O)OCC1C=CC=CC=1)[CH2:22][C:23]1[CH:28]=[C:27]([F:29])[CH:26]=[C:25]([F:30])[CH:24]=1)[CH2:14][CH:15]([CH3:17])[CH3:16])[CH:9]=[CH2:10].O.[OH-].[Ba+2].[OH-], predict the reaction product. The product is: [CH2:8]([O:11][CH2:12][C@H:13]([NH:18][CH2:19][C@@H:20]([OH:42])[C@@H:21]([NH2:31])[CH2:22][C:23]1[CH:24]=[C:25]([F:30])[CH:26]=[C:27]([F:29])[CH:28]=1)[CH2:14][CH:15]([CH3:16])[CH3:17])[CH:9]=[CH2:10].